Dataset: Reaction yield outcomes from USPTO patents with 853,638 reactions. Task: Predict the reaction yield, written as a fraction of the theoretical maximum amount of product (1.0 means a 100% yield; for example, 0.34 means a 34% yield). The reactants are [NH2:1][C:2]1[N:6]([CH3:7])[N:5]=[C:4]([C:8]([O:10][CH3:11])=[O:9])[CH:3]=1.ClC(Cl)(O[C:16](=[O:22])OC(Cl)(Cl)Cl)Cl.CCN(C(C)C)C(C)C.[CH2:33]([NH2:37])[CH:34]([CH3:36])[CH3:35]. The catalyst is C1COCC1. The product is [CH2:33]([NH:37][C:16](=[O:22])[NH:1][C:2]1[N:6]([CH3:7])[N:5]=[C:4]([C:8]([O:10][CH3:11])=[O:9])[CH:3]=1)[CH:34]([CH3:36])[CH3:35]. The yield is 0.830.